From a dataset of Reaction yield outcomes from USPTO patents with 853,638 reactions. Predict the reaction yield, written as a fraction of the theoretical maximum amount of product (1.0 means a 100% yield; for example, 0.34 means a 34% yield). (1) The yield is 0.890. No catalyst specified. The reactants are Br[C:2]1[CH2:7][CH2:6][CH2:5][C:4](=[O:8])[CH:3]=1.[S:9]1[C:13]2[CH:14]=[CH:15][CH:16]=[CH:17][C:12]=2[CH:11]=[C:10]1B(O)O. The product is [S:9]1[C:10]([C:2]2[CH2:7][CH2:6][CH2:5][C:4](=[O:8])[CH:3]=2)=[CH:11][C:12]2[CH:17]=[CH:16][CH:15]=[CH:14][C:13]1=2. (2) The reactants are [OH:1][CH:2]1[C:10]([CH3:12])([CH3:11])[CH2:9][C:8]2[NH:7][N:6]=[C:5]([C:13]([OH:15])=[O:14])[C:4]=2[CH2:3]1.F[C:17]1[CH:22]=[C:21]([I:23])[CH:20]=[CH:19][N:18]=1. No catalyst specified. The product is [OH:1][CH:2]1[C:10]([CH3:11])([CH3:12])[CH2:9][C:8]2[N:7]([C:17]3[CH:22]=[C:21]([I:23])[CH:20]=[CH:19][N:18]=3)[N:6]=[C:5]([C:13]([OH:15])=[O:14])[C:4]=2[CH2:3]1. The yield is 0.570. (3) The reactants are [CH3:1][CH:2]([C@H:4]1[CH2:8][O:7][C:6](=[O:9])[NH:5]1)[CH3:3].[F:10][C:11]([F:18])([F:17])[CH2:12][CH2:13][C:14](O)=[O:15]. No catalyst specified. The product is [CH3:1][CH:2]([C@H:4]1[CH2:8][O:7][C:6](=[O:9])[N:5]1[C:14](=[O:15])[CH2:13][CH2:12][C:11]([F:18])([F:17])[F:10])[CH3:3]. The yield is 0.400. (4) The reactants are C([N-:4]C(C)C)(C)C.[Li+].[C:9]1(=[O:15])[CH2:14][CH2:13][CH2:12][CH2:11][CH2:10]1.[NH4+].[Cl-].[CH3:18][CH2:19][CH2:20][CH2:21][CH2:22]C.[CH2:24]1[CH2:28][O:27][CH2:26][CH2:25]1. No catalyst specified. The product is [C:22]([CH:21]([C:20]1[CH:25]=[CH:24][C:28]([O:27][CH3:26])=[CH:18][CH:19]=1)[C:9]1([OH:15])[CH2:14][CH2:13][CH2:12][CH2:11][CH2:10]1)#[N:4]. The yield is 0.807. (5) The reactants are [Cl:1][C:2]1[N:7]=[N:6][C:5]([NH2:8])=[CH:4][CH:3]=1.Cl[CH:10]([CH3:13])[CH:11]=O. The catalyst is CCO. The product is [Cl:1][C:2]1[CH:3]=[CH:4][C:5]2[N:6]([C:10]([CH3:13])=[CH:11][N:8]=2)[N:7]=1. The yield is 0.690. (6) The reactants are [Cl:1][C:2]1[CH:3]=[C:4]2[C:9](=[CH:10][C:11]=1[O:12][C:13]1[CH:18]=[CH:17][C:16]([C:19](=[O:32])[NH:20][CH2:21][CH:22]([C:24]3[CH:29]=[CH:28][C:27]([Cl:30])=[CH:26][C:25]=3Cl)[F:23])=[CH:15][CH:14]=1)[O:8][CH2:7][CH2:6][CH:5]2[C:33]([O:35]CC)=[O:34].[OH-].[Na+]. The catalyst is C1COCC1.C(O)C. The product is [Cl:1][C:2]1[CH:3]=[C:4]2[C:9](=[CH:10][C:11]=1[O:12][C:13]1[CH:18]=[CH:17][C:16]([C:19](=[O:32])[NH:20][CH2:21][CH:22]([C:24]3[CH:25]=[CH:26][C:27]([Cl:30])=[CH:28][CH:29]=3)[F:23])=[CH:15][CH:14]=1)[O:8][CH2:7][CH2:6][CH:5]2[C:33]([OH:35])=[O:34]. The yield is 0.797.